Regression. Given a peptide amino acid sequence and an MHC pseudo amino acid sequence, predict their binding affinity value. This is MHC class II binding data. From a dataset of Peptide-MHC class II binding affinity with 134,281 pairs from IEDB. The peptide sequence is EAAFTVSSKRNLADA. The MHC is DRB1_0701 with pseudo-sequence DRB1_0701. The binding affinity (normalized) is 0.468.